Dataset: Catalyst prediction with 721,799 reactions and 888 catalyst types from USPTO. Task: Predict which catalyst facilitates the given reaction. (1) Reactant: [CH3:1][N:2]([C:4]1[C:9]2[CH2:10][C@@H:11]3[C:21]([C:22](=[O:23])[C:8]=2[C:7]([OH:33])=[CH:6][CH:5]=1)=[C:20]([OH:24])[C@@:19]1([OH:25])[C@H:13]([C@H:14]([N:30]([CH3:32])[CH3:31])[C:15]([OH:29])=[C:16]([C:26]([NH2:28])=[O:27])[C:17]1=[O:18])[CH2:12]3)[CH3:3].Cl.O.C(=O)(O)[O-].[Na+]. Product: [CH3:3][N:2]([C:4]1[C:9]2[CH2:10][C@@H:11]3[C:21]([C:22](=[O:23])[C:8]=2[C:7]([OH:33])=[CH:6][CH:5]=1)=[C:20]([OH:24])[C@@:19]1([OH:25])[C@H:13]([C@H:14]([N:30]([CH3:32])[CH3:31])[C:15]([OH:29])=[C:16]([C:26]([NH2:28])=[O:27])[C:17]1=[O:18])[CH2:12]3)[CH3:1]. The catalyst class is: 4. (2) Reactant: [F:1][C:2]1[C:6]([S:7](=[O:16])(=[O:15])[NH:8][C@H:9]([CH3:14])[C:10]([F:13])([F:12])[F:11])=[CH:5][N:4]([CH3:17])[C:3]=1[C:18]([O:20]CC)=O.[Li+].[OH-].Cl.FC1C(S(=O)(=O)N[C@H](C)C(F)(F)F)=CN(C)C=1C(O)=O.[NH2:46][C:47]1[CH:48]=[CH:49][C:50]([F:55])=[C:51]([CH:54]=1)[C:52]#[N:53]. Product: [C:52]([C:51]1[CH:54]=[C:47]([NH:46][C:18]([C:3]2[N:4]([CH3:17])[CH:5]=[C:6]([S:7](=[O:15])(=[O:16])[NH:8][C@H:9]([CH3:14])[C:10]([F:11])([F:12])[F:13])[C:2]=2[F:1])=[O:20])[CH:48]=[CH:49][C:50]=1[F:55])#[N:53]. The catalyst class is: 6. (3) Reactant: [OH:1][C:2]1[CH:7]=[CH:6][C:5]([CH2:8][C@H:9]([O:13][CH3:14])[C:10]([OH:12])=[O:11])=[CH:4][CH:3]=1.C([O-])(=O)C.[Na+:19]. Product: [OH:1][C:2]1[CH:3]=[CH:4][C:5]([CH2:8][C@H:9]([O:13][CH3:14])[C:10]([O-:12])=[O:11])=[CH:6][CH:7]=1.[Na+:19]. The catalyst class is: 5. (4) Reactant: C(=O)([O-])[O-].[Cs+].[Cs+].[NH:7]1[C:11]2[CH:12]=[CH:13][CH:14]=[CH:15][C:10]=2[N:9]=[C:8]1[C:16]([C:18]1[CH:23]=[CH:22][C:21]([OH:24])=[CH:20][CH:19]=1)=[O:17].F[C:26]1[C:31]([CH:32]2[CH2:38][CH2:37][N:36]([CH3:39])[C:35](=[O:40])[CH2:34][CH2:33]2)=[CH:30][CH:29]=[CH:28][N:27]=1. Product: [NH:7]1[C:11]2[CH:12]=[CH:13][CH:14]=[CH:15][C:10]=2[N:9]=[C:8]1[C:16]([C:18]1[CH:23]=[CH:22][C:21]([O:24][C:26]2[C:31]([CH:32]3[CH2:38][CH2:37][N:36]([CH3:39])[C:35](=[O:40])[CH2:34][CH2:33]3)=[CH:30][CH:29]=[CH:28][N:27]=2)=[CH:20][CH:19]=1)=[O:17]. The catalyst class is: 60. (5) Reactant: [CH3:1][CH:2]([CH2:6][CH2:7][CH3:8])[C:3](Cl)=[O:4].[CH2:9]([O:11][C:12]#[CH:13])[CH3:10]. Product: [CH2:12]([O:11][C:9]1[C:2]([CH3:1])([CH2:6][CH2:7][CH3:8])[C:3](=[O:4])[CH:10]=1)[CH3:13]. The catalyst class is: 66. (6) Reactant: [CH:1]1([S:6]([C:9]2[CH:14]=[CH:13][C:12]([C:15]#[C:16][CH2:17][CH2:18][O:19][CH2:20][CH2:21][CH2:22][CH2:23][CH2:24][CH2:25][NH:26][CH2:27][C@@H:28]([C:30]3[CH:41]=[CH:40][C:33]4[O:34][C:35]([CH3:39])([CH3:38])[O:36][CH2:37][C:32]=4[CH:31]=3)[OH:29])=[CH:11][CH:10]=2)(=[O:8])=[O:7])[CH2:5][CH2:4][CH2:3][CH2:2]1. Product: [CH:1]1([S:6]([C:9]2[CH:10]=[CH:11][C:12]([CH2:15][CH2:16][CH2:17][CH2:18][O:19][CH2:20][CH2:21][CH2:22][CH2:23][CH2:24][CH2:25][NH:26][CH2:27][C@@H:28]([C:30]3[CH:41]=[CH:40][C:33]4[O:34][C:35]([CH3:38])([CH3:39])[O:36][CH2:37][C:32]=4[CH:31]=3)[OH:29])=[CH:13][CH:14]=2)(=[O:8])=[O:7])[CH2:5][CH2:4][CH2:3][CH2:2]1. The catalyst class is: 99. (7) Reactant: [CH2:1]1[CH2:6][CH2:5][C:4]([CH2:11][NH2:12])([CH2:7][C:8]([OH:10])=[O:9])[CH2:3][CH2:2]1.C(N(CC)CC)C.Cl[Si](C)(C)C.Cl[C:26]([O:28][C@@H:29]1[CH2:33][CH2:32][CH2:31][C@H:30]1[O:34][C:35](=[O:37])[CH3:36])=[O:27]. Product: [C:35]([O:34][C@@H:30]1[CH2:31][CH2:32][CH2:33][C@H:29]1[O:28][C:26]([NH:12][CH2:11][C:4]1([CH2:7][C:8]([OH:10])=[O:9])[CH2:3][CH2:2][CH2:1][CH2:6][CH2:5]1)=[O:27])(=[O:37])[CH3:36]. The catalyst class is: 4.